Task: Predict the product of the given reaction.. Dataset: Forward reaction prediction with 1.9M reactions from USPTO patents (1976-2016) (1) The product is: [Br:41][C:42]1[C:47](=[O:48])[N:46]2[C:49]3([NH:55][C:56](=[O:57])[C:45]2=[C:44]([Cl:58])[CH:43]=1)[CH2:54][CH2:53][N:52]([CH2:7][CH2:2][C:3]#[N:4])[CH2:51][CH2:50]3. Given the reactants Cl[C:2]1[CH:7]=C(NC2N=CN=C(NC(C3CC3)=O)C=2)C(=O)[N:4]2C(C3C=CC=C(F)C=3)(C)NC(=O)[C:3]=12.C(=O)([O-])[O-].[K+].[K+].Cl.[Br:41][C:42]1[C:47](=[O:48])[N:46]2[C:49]3([NH:55][C:56](=[O:57])[C:45]2=[C:44]([Cl:58])[CH:43]=1)[CH2:54][CH2:53][NH:52][CH2:51][CH2:50]3, predict the reaction product. (2) Given the reactants [C:1]([CH2:3]P(=O)(OCC)OCC)#[N:2].[H-].[Na+].[C:14]([O:17][CH2:18][C:19]([CH3:48])([CH3:47])[CH2:20][N:21]1[C:27]2[CH:28]=[CH:29][C:30]([Cl:32])=[CH:31][C:26]=2[C@@H:25]([C:33]2[CH:38]=[CH:37][CH:36]=[C:35]([O:39][CH3:40])[C:34]=2[O:41][CH3:42])[O:24][C@H:23]([CH2:43][CH:44]=O)[C:22]1=[O:46])(=[O:16])[CH3:15].[Mg].C(N(CC)CC)C.C(Cl)(=O)C, predict the reaction product. The product is: [C:14]([O:17][CH2:18][C:19]([CH3:47])([CH3:48])[CH2:20][N:21]1[C:27]2[CH:28]=[CH:29][C:30]([Cl:32])=[CH:31][C:26]=2[C@@H:25]([C:33]2[CH:38]=[CH:37][CH:36]=[C:35]([O:39][CH3:40])[C:34]=2[O:41][CH3:42])[O:24][C@H:23]([CH2:43][CH2:44][CH2:3][C:1]#[N:2])[C:22]1=[O:46])(=[O:16])[CH3:15]. (3) Given the reactants [CH:1]1[C:6]([OH:7])=[CH:5][CH:4]=[CH:3][C:2]=1[CH3:8].[Si]([O:26][CH2:27][CH2:28][CH:29](O)[CH3:30])(C(C)(C)C)(C1C=CC=CC=1)C1C=CC=CC=1.C1(P(C2C=CC=CC=2)C2C=CC=CC=2)C=CC=CC=1.N(C(OC(C)C)=O)=NC(OC(C)C)=O, predict the reaction product. The product is: [C:2]1([CH3:8])[CH:3]=[CH:4][CH:5]=[C:6]([O:7][CH:29]([CH3:30])[CH2:28][CH2:27][OH:26])[CH:1]=1. (4) The product is: [Cl:1][C:2]1[CH:3]=[CH:4][C:5]2[NH:11][C:10](=[S:46])[CH:9]([CH2:13][N:14]3[N:18]=[N:17][C:16]([CH2:19][CH2:20][C:21]([O:23][CH2:24][CH3:25])=[O:22])=[N:15]3)[CH2:8][CH:7]([C:26]3[CH:31]=[CH:30][CH:29]=[C:28]([O:32][CH3:33])[C:27]=3[O:34][CH3:35])[C:6]=2[CH:36]=1. Given the reactants [Cl:1][C:2]1[CH:3]=[CH:4][C:5]2[NH:11][C:10](=O)[CH:9]([CH2:13][N:14]3[N:18]=[N:17][C:16]([CH2:19][CH2:20][C:21]([O:23][CH2:24][CH3:25])=[O:22])=[N:15]3)[CH2:8][CH:7]([C:26]3[CH:31]=[CH:30][CH:29]=[C:28]([O:32][CH3:33])[C:27]=3[O:34][CH3:35])[C:6]=2[CH:36]=1.COC1C=CC(P2(SP(C3C=CC(OC)=CC=3)(=S)S2)=[S:46])=CC=1, predict the reaction product. (5) Given the reactants [C:1]([O:7][CH2:8][CH3:9])(=[O:6])[CH2:2][C:3]([O-:5])=O.[Li]CCCC.[Cl:15][C:16]1[CH:24]=[CH:23][C:19](C(Cl)=O)=[CH:18][N:17]=1, predict the reaction product. The product is: [CH2:8]([O:7][C:1](=[O:6])[CH2:2][C:3]([C:19]1[CH:18]=[N:17][C:16]([Cl:15])=[CH:24][CH:23]=1)=[O:5])[CH3:9].